Dataset: Reaction yield outcomes from USPTO patents with 853,638 reactions. Task: Predict the reaction yield, written as a fraction of the theoretical maximum amount of product (1.0 means a 100% yield; for example, 0.34 means a 34% yield). (1) The reactants are [F:1][C:2]1[CH:7]=[CH:6][C:5]([CH2:8][CH2:9][NH2:10])=[CH:4][C:3]=1[O:11][CH2:12][C:13]([F:16])([F:15])[F:14].[O:17]1[CH2:21][CH2:20][CH:19]([CH:22]=O)[CH2:18]1.[BH-](OC(C)=O)(OC(C)=O)OC(C)=O.[Na+].C([O-])(O)=O.[Na+]. The catalyst is ClCCl. The product is [F:1][C:2]1[CH:7]=[CH:6][C:5]([CH2:8][CH2:9][NH:10][CH2:22][CH:19]2[CH2:20][CH2:21][O:17][CH2:18]2)=[CH:4][C:3]=1[O:11][CH2:12][C:13]([F:15])([F:14])[F:16]. The yield is 0.440. (2) The reactants are [F:1][C:2]1[CH:17]=[C:16]([C:18]2[C:19]3[C:20]4[CH:33]=[CH:32][S:31][C:21]=4[C:22](=[O:30])[NH:23][C:24]=3[CH:25]=[CH:26][C:27]=2[O:28][CH3:29])[CH:15]=[CH:14][C:3]=1[CH2:4][CH2:5][NH:6][C:7](=[O:13])[O:8][C:9]([CH3:12])([CH3:11])[CH3:10].C1C(=O)N([Cl:41])C(=O)C1. No catalyst specified. The product is [Cl:41][C:25]1[C:24]2[NH:23][C:22](=[O:30])[C:21]3[S:31][CH:32]=[CH:33][C:20]=3[C:19]=2[C:18]([C:16]2[CH:15]=[CH:14][C:3]([CH2:4][CH2:5][NH:6][C:7](=[O:13])[O:8][C:9]([CH3:12])([CH3:11])[CH3:10])=[C:2]([F:1])[CH:17]=2)=[C:27]([O:28][CH3:29])[CH:26]=1. The yield is 0.460. (3) The reactants are [CH2:1]([O:3][C:4](=[O:32])[CH2:5][CH:6]([N:10]1[C:18]2[C:13](=[CH:14][C:15]([CH2:19][CH2:20][CH2:21][C:22]3[CH:31]=[CH:30][C:29]4[C:24](=[N:25][CH:26]=[CH:27][CH:28]=4)[N:23]=3)=[CH:16][CH:17]=2)[CH:12]=[CH:11]1)[CH2:7][CH2:8][CH3:9])[CH3:2]. The catalyst is [Pd].CO. The product is [CH2:1]([O:3][C:4](=[O:32])[CH2:5][CH:6]([N:10]1[C:18]2[C:13](=[CH:14][C:15]([CH2:19][CH2:20][CH2:21][C:22]3[CH:31]=[CH:30][C:29]4[CH2:28][CH2:27][CH2:26][NH:25][C:24]=4[N:23]=3)=[CH:16][CH:17]=2)[CH:12]=[CH:11]1)[CH2:7][CH2:8][CH3:9])[CH3:2]. The yield is 0.800. (4) The reactants are [CH3:1][C:2]1([CH3:14])[CH2:6][C:5]2[CH:7]=[CH:8][CH:9]=[C:10]([CH2:11][NH:12][CH3:13])[C:4]=2[O:3]1.Cl.[O:16]=[C:17]1[NH:26][C:25]2[N:24]=[CH:23][C:22](/[CH:27]=[CH:28]/[C:29]([OH:31])=O)=[CH:21][C:20]=2[CH2:19][CH2:18]1. No catalyst specified. The product is [CH3:1][C:2]1([CH3:14])[CH2:6][C:5]2[CH:7]=[CH:8][CH:9]=[C:10]([CH2:11][N:12]([CH3:13])[C:29](=[O:31])[CH:28]=[CH:27][C:22]3[CH:23]=[N:24][C:25]4[NH:26][C:17](=[O:16])[CH2:18][CH2:19][C:20]=4[CH:21]=3)[C:4]=2[O:3]1. The yield is 0.730.